Predict the product of the given reaction. From a dataset of Forward reaction prediction with 1.9M reactions from USPTO patents (1976-2016). (1) Given the reactants [CH2:1]([O:8][C:9]1[C:17]2[N:16]=[C:15]([C:18]([F:21])([F:20])[F:19])[N:14](O)[C:13]=2[CH:12]=[C:11]([Br:23])[CH:10]=1)[C:2]1[CH:7]=[CH:6][CH:5]=[CH:4][CH:3]=1.P(Br)(Br)Br.O.C(=O)(O)[O-].[Na+], predict the reaction product. The product is: [CH2:1]([O:8][C:9]1[C:17]2[N:16]=[C:15]([C:18]([F:21])([F:19])[F:20])[NH:14][C:13]=2[CH:12]=[C:11]([Br:23])[CH:10]=1)[C:2]1[CH:3]=[CH:4][CH:5]=[CH:6][CH:7]=1. (2) Given the reactants [CH3:1][O:2][C:3]1[CH:8]=[C:7]([CH3:9])[C:6]([S:10]([NH:13][C:14]2([C:18](OC)=[O:19])[CH2:17][CH2:16][CH2:15]2)(=[O:12])=[O:11])=[C:5]([CH3:22])[CH:4]=1.[H-].[H-].[H-].[H-].[Li+].[Al+3].[O-]S([O-])(=O)=O.[Na+].[Na+], predict the reaction product. The product is: [OH:19][CH2:18][C:14]1([NH:13][S:10]([C:6]2[C:7]([CH3:9])=[CH:8][C:3]([O:2][CH3:1])=[CH:4][C:5]=2[CH3:22])(=[O:12])=[O:11])[CH2:15][CH2:16][CH2:17]1. (3) Given the reactants [F:1][C:2]1[CH:16]=[CH:15][C:5]([CH:6]([OH:14])[C:7]2[CH:12]=[CH:11][C:10]([F:13])=[CH:9][CH:8]=2)=[CH:4][CH:3]=1.C([C:21]1[CH:26]=[C:25]([CH3:27])[CH:24]=[C:23]([C:28]([CH3:31])(C)C)[N:22]=1)(C)(C)C.[S:32](O[S:32]([C:35]([F:38])([F:37])[F:36])(=[O:34])=[O:33])([C:35]([F:38])([F:37])[F:36])(=[O:34])=[O:33].[O-]S(C(F)(F)F)(=O)=O.S(S([O-])=O)([O-])=O.[Na+].[Na+], predict the reaction product. The product is: [F:1][C:2]1[CH:3]=[CH:4][C:5]([CH:6]([C:7]2[CH:12]=[CH:11][C:10]([F:13])=[CH:9][CH:8]=2)[O:14][CH2:21][CH2:26][C:25]2[CH:24]=[C:23]([NH:22][S:32]([C:35]([F:38])([F:37])[F:36])(=[O:34])=[O:33])[CH:28]=[CH:31][CH:27]=2)=[CH:15][CH:16]=1. (4) Given the reactants [F:1][C:2]([F:15])([F:14])[C:3]1[CH:12]=[C:11]2[C:6]([CH:7]=[CH:8][C:9](O)=[N:10]2)=[CH:5][CH:4]=1.O=P(Cl)(Cl)[Cl:18], predict the reaction product. The product is: [Cl:18][C:9]1[CH:8]=[CH:7][C:6]2[C:11](=[CH:12][C:3]([C:2]([F:15])([F:14])[F:1])=[CH:4][CH:5]=2)[N:10]=1. (5) Given the reactants Cl.[C:2]([C:4]1[C:5](O)=[C:6]([C:10]2[N:20]=[CH:19][CH:18]=[CH:17][C:11]=2[C:12]([O:14][CH2:15][CH3:16])=[O:13])[CH:7]=[CH:8][CH:9]=1)#[N:3].CS([O:26][CH2:27][CH2:28][C:29]1[CH:34]=[CH:33][C:32]([O:35][CH3:36])=[C:31]([O:37][CH3:38])[CH:30]=1)(=O)=O.C(=O)([O-])[O-].[K+].[K+], predict the reaction product. The product is: [C:2]([C:4]1[CH:5]=[C:6]([C:10]2[N:20]=[CH:19][CH:18]=[CH:17][C:11]=2[C:12]([O:14][CH2:15][CH3:16])=[O:13])[CH:7]=[CH:8][C:9]=1[O:26][CH2:27][CH2:28][C:29]1[CH:34]=[CH:33][C:32]([O:35][CH3:36])=[C:31]([O:37][CH3:38])[CH:30]=1)#[N:3]. (6) Given the reactants Cl[C:2]([O:4][CH:5]([CH3:7])[CH3:6])=[O:3].[NH2:8][C:9]1[CH:18]=[CH:17][C:16]([Br:19])=[CH:15][C:10]=1[C:11]([O:13][CH3:14])=[O:12].N1C=CC=CC=1.O, predict the reaction product. The product is: [Br:19][C:16]1[CH:17]=[CH:18][C:9]([NH:8][C:2]([O:4][CH:5]([CH3:7])[CH3:6])=[O:3])=[C:10]([CH:15]=1)[C:11]([O:13][CH3:14])=[O:12].